Task: Predict hERG channel inhibition at various concentrations.. Dataset: hERG Central: cardiac toxicity at 1µM, 10µM, and general inhibition (1) The drug is COc1ccc(C2=NOC(Cn3nc(C(=O)NCc4ccco4)cc3-c3ccccc3)C2)cc1. Results: hERG_inhib (hERG inhibition (general)): blocker. (2) The molecule is CCc1ccc(S(=O)(=O)N2CCCC(N3CCN(c4ccc(OC)cc4)CC3)C2)cc1. Results: hERG_inhib (hERG inhibition (general)): blocker.